This data is from Catalyst prediction with 721,799 reactions and 888 catalyst types from USPTO. The task is: Predict which catalyst facilitates the given reaction. (1) Reactant: [NH2:1][CH2:2][C:3]1[CH:18]=[CH:17][C:6]([CH2:7][C:8]2[CH:13]=[CH:12][C:11]([N+:14]([O-:16])=[O:15])=[CH:10][CH:9]=2)=[CH:5][CH:4]=1.[CH3:19][O:20][C:21]1[CH:26]=[CH:25][C:24]([S:27](Cl)(=[O:29])=[O:28])=[CH:23][CH:22]=1.C(N(CC)CC)C.Cl. Product: [CH3:19][O:20][C:21]1[CH:22]=[CH:23][C:24]([S:27]([NH:1][CH2:2][C:3]2[CH:18]=[CH:17][C:6]([CH2:7][C:8]3[CH:13]=[CH:12][C:11]([N+:14]([O-:16])=[O:15])=[CH:10][CH:9]=3)=[CH:5][CH:4]=2)(=[O:29])=[O:28])=[CH:25][CH:26]=1. The catalyst class is: 4. (2) Reactant: C(OC([NH:11][CH2:12][CH2:13][C@H:14]([NH:25][C:26](=[O:41])[C:27]1[CH:32]=[CH:31][C:30]([C:33]([N:35]2[CH2:39][CH2:38][CH2:37][CH2:36]2)=[O:34])=[C:29]([CH3:40])[CH:28]=1)[C:15]1[NH:19][C:18]2[CH:20]=[CH:21][C:22]([Cl:24])=[CH:23][C:17]=2[N:16]=1)=O)C1C=CC=CC=1.I[Si](C)(C)C.ClCCl.C(O)C.ClCl. Product: [NH2:11][CH2:12][CH2:13][C@H:14]([NH:25][C:26](=[O:41])[C:27]1[CH:32]=[CH:31][C:30]([C:33]([N:35]2[CH2:39][CH2:38][CH2:37][CH2:36]2)=[O:34])=[C:29]([CH3:40])[CH:28]=1)[C:15]1[NH:19][C:18]2[CH:20]=[CH:21][C:22]([Cl:24])=[CH:23][C:17]=2[N:16]=1. The catalyst class is: 4. (3) Reactant: [Cl:1][C:2]1[CH:8]=[C:7]([O:9][C:10]2[C:19]3[C:14](=[CH:15][C:16]([O:22][CH3:23])=[C:17]([O:20][CH3:21])[CH:18]=3)[N:13]=[CH:12][N:11]=2)[CH:6]=[CH:5][C:3]=1[NH2:4].[C:24]1([CH3:30])[CH:29]=[CH:28][CH:27]=[CH:26][CH:25]=1.C(N(CC)CC)C.ClC(Cl)([O:41][C:42](=[O:48])OC(Cl)(Cl)Cl)Cl.COC1C=[CH:62][C:55]([CH:56](O)C(C)(C)C)=[CH:54]C=1. Product: [Cl:1][C:2]1[CH:8]=[C:7]([O:9][C:10]2[C:19]3[C:14](=[CH:15][C:16]([O:22][CH3:23])=[C:17]([O:20][CH3:21])[CH:18]=3)[N:13]=[CH:12][N:11]=2)[CH:6]=[CH:5][C:3]=1[NH:4][C:42](=[O:48])[O:41][CH2:30][C:24]1[CH:29]=[CH:28][C:27]([C:55]([CH3:62])([CH3:56])[CH3:54])=[CH:26][CH:25]=1. The catalyst class is: 2. (4) Reactant: [C:1]1([N:7]2[CH:11]=[N:10][C:9]([C:12]([OH:14])=O)=[N:8]2)[CH:6]=[CH:5][CH:4]=[CH:3][CH:2]=1.S(Cl)([Cl:17])=O. Product: [C:1]1([N:7]2[CH:11]=[N:10][C:9]([C:12]([Cl:17])=[O:14])=[N:8]2)[CH:6]=[CH:5][CH:4]=[CH:3][CH:2]=1. The catalyst class is: 59. (5) Product: [F:22][C:19]1[CH:20]=[CH:21][C:16]([C:14]2[N:13]=[C:11]3[N:10]([CH:15]=2)[C:9]([CH3:23])=[C:8]([C:6]([OH:7])=[O:5])[S:12]3)=[CH:17][CH:18]=1. Reactant: [OH-].[Li+].C([O:5][C:6]([C:8]1[S:12][C:11]2=[N:13][C:14]([C:16]3[CH:21]=[CH:20][C:19]([F:22])=[CH:18][CH:17]=3)=[CH:15][N:10]2[C:9]=1[CH3:23])=[O:7])C. The catalyst class is: 40. (6) Reactant: [H-].[Na+].[CH2:3]([O:10][C:11]1[CH:20]=[C:19]2[C:14]([C:15](=[O:21])[NH:16][CH:17]=[N:18]2)=[CH:13][C:12]=1[O:22][CH3:23])[C:4]1[CH:9]=[CH:8][CH:7]=[CH:6][CH:5]=1.[C:24]([O:30][CH2:31]Cl)(=[O:29])[C:25]([CH3:28])([CH3:27])[CH3:26].Cl. Product: [CH2:3]([O:10][C:11]1[CH:20]=[C:19]2[C:14]([C:15](=[O:21])[N:16]([CH2:31][O:30][C:24](=[O:29])[C:25]([CH3:28])([CH3:27])[CH3:26])[CH:17]=[N:18]2)=[CH:13][C:12]=1[O:22][CH3:23])[C:4]1[CH:5]=[CH:6][CH:7]=[CH:8][CH:9]=1. The catalyst class is: 39.